Dataset: Retrosynthesis with 50K atom-mapped reactions and 10 reaction types from USPTO. Task: Predict the reactants needed to synthesize the given product. (1) Given the product CCOC(=O)/C=C/c1ccc(OCc2ccccc2)cc1C, predict the reactants needed to synthesize it. The reactants are: CCOC(=O)CP(=O)(OCC)OCC.Cc1cc(OCc2ccccc2)ccc1C=O. (2) Given the product CCCOCCCNCc1ccc(-c2cc(C(N)=O)c3[nH]cc(C4CCN(S(=O)(=O)CC)CC4)c3c2)s1, predict the reactants needed to synthesize it. The reactants are: CCCOCCCNCc1ccc(B(O)O)s1.CCS(=O)(=O)N1CCC(c2c[nH]c3c(C(N)=O)cc(Br)cc23)CC1. (3) Given the product COCOc1cc(CN)ccc1-c1ccncc1, predict the reactants needed to synthesize it. The reactants are: COCOc1cc(C#N)ccc1-c1ccncc1. (4) Given the product C=Cc1nc(C)ccc1-c1ncc(CC)o1, predict the reactants needed to synthesize it. The reactants are: C=CB1OC(C)(C)C(C)(C)O1.CCc1cnc(-c2ccc(C)nc2Cl)o1. (5) Given the product CCc1cccc(CC)c1NC(=O)c1cc(-c2ccnc(Nc3ccc(N4CCN(C)CC4)cc3OC)n2)n(C)n1, predict the reactants needed to synthesize it. The reactants are: CCc1cccc(CC)c1NC(=O)c1cc(-c2ccnc(Nc3ccc(Br)cc3OC)n2)n(C)n1.CN1CCNCC1.